From a dataset of Peptide-MHC class II binding affinity with 134,281 pairs from IEDB. Regression. Given a peptide amino acid sequence and an MHC pseudo amino acid sequence, predict their binding affinity value. This is MHC class II binding data. (1) The peptide sequence is NSFKPFAEYKSDYVY. The MHC is HLA-DQA10401-DQB10402 with pseudo-sequence HLA-DQA10401-DQB10402. The binding affinity (normalized) is 0.404. (2) The peptide sequence is YQKFLANVSTVLTGK. The MHC is DRB1_1602 with pseudo-sequence DRB1_1602. The binding affinity (normalized) is 0.798. (3) The peptide sequence is MFKVAATAANAAPAN. The MHC is DRB1_0701 with pseudo-sequence DRB1_0701. The binding affinity (normalized) is 0.463.